From a dataset of Reaction yield outcomes from USPTO patents with 853,638 reactions. Predict the reaction yield, written as a fraction of the theoretical maximum amount of product (1.0 means a 100% yield; for example, 0.34 means a 34% yield). The reactants are [C:1]1([C:11]2[O:15][CH:14]=[N:13][C:12]=2[C:16]#[N:17])[C:10]2[C:5](=[CH:6][CH:7]=[CH:8][CH:9]=2)[CH:4]=[CH:3][CH:2]=1.[Li+].C[Si]([N-][Si](C)(C)C)(C)C.[Cl:28]C(Cl)(Cl)C(Cl)(Cl)Cl. The catalyst is C1COCC1. The product is [Cl:28][C:14]1[O:15][C:11]([C:1]2[C:10]3[C:5](=[CH:6][CH:7]=[CH:8][CH:9]=3)[CH:4]=[CH:3][CH:2]=2)=[C:12]([C:16]#[N:17])[N:13]=1. The yield is 0.720.